Dataset: Forward reaction prediction with 1.9M reactions from USPTO patents (1976-2016). Task: Predict the product of the given reaction. (1) Given the reactants [OH:1][C@@H:2]1[CH2:7][CH2:6][CH2:5][N:4]([C:8]([O:10][C:11]([CH3:14])([CH3:13])[CH3:12])=[O:9])[C@H:3]1[CH3:15].[H-].[Na+].Cl[C:19]1[CH:24]=[CH:23][C:22]([C:25]([F:28])([F:27])[F:26])=[CH:21][N:20]=1, predict the reaction product. The product is: [CH3:15][C@H:3]1[C@H:2]([O:1][C:19]2[CH:24]=[CH:23][C:22]([C:25]([F:28])([F:27])[F:26])=[CH:21][N:20]=2)[CH2:7][CH2:6][CH2:5][N:4]1[C:8]([O:10][C:11]([CH3:14])([CH3:13])[CH3:12])=[O:9]. (2) Given the reactants [C:1]1(=O)[CH2:7][CH2:6][CH2:5][CH2:4][CH2:3][CH2:2]1.[Br:9][C:10]1[CH:15]=[CH:14][C:13]([C:16]([C:18]2[CH:23]=[CH:22][C:21]([OH:24])=[CH:20][CH:19]=2)=O)=[CH:12][CH:11]=1, predict the reaction product. The product is: [Br:9][C:10]1[CH:11]=[CH:12][C:13]([C:16](=[C:1]2[CH2:7][CH2:6][CH2:5][CH2:4][CH2:3][CH2:2]2)[C:18]2[CH:23]=[CH:22][C:21]([OH:24])=[CH:20][CH:19]=2)=[CH:14][CH:15]=1.